Dataset: Catalyst prediction with 721,799 reactions and 888 catalyst types from USPTO. Task: Predict which catalyst facilitates the given reaction. (1) Reactant: [CH2:1]([C:3]1[O:7][C:6]([CH2:8][CH2:9][NH:10][C:11]([NH:13][C:14]2[S:15][C:16]([C:20]3[CH:25]=[C:24]([CH3:26])[N:23]=[C:22](S(C)=O)[N:21]=3)=[C:17]([CH3:19])[N:18]=2)=[O:12])=[N:5][CH:4]=1)[CH3:2].[C:30]([O:34][C:35]([N:37]1[CH2:41][CH2:40][CH2:39][CH:38]1[CH2:42][NH2:43])=[O:36])([CH3:33])([CH3:32])[CH3:31]. Product: [C:30]([O:34][C:35]([N:37]1[CH2:41][CH2:40][CH2:39][CH:38]1[CH2:42][NH:43][C:22]1[N:21]=[C:20]([C:16]2[S:15][C:14]([NH:13][C:11]([NH:10][CH2:9][CH2:8][C:6]3[O:7][C:3]([CH2:1][CH3:2])=[CH:4][N:5]=3)=[O:12])=[N:18][C:17]=2[CH3:19])[CH:25]=[C:24]([CH3:26])[N:23]=1)=[O:36])([CH3:33])([CH3:32])[CH3:31]. The catalyst class is: 12. (2) Reactant: [CH3:1][N:2]1[CH2:6][CH2:5][CH2:4][C@H:3]1[C:7]([OH:9])=O.[N+:10]([C:13]1[CH:14]=[C:15]([CH:17]=[CH:18][CH:19]=1)[NH2:16])([O-:12])=[O:11].CN(C(ON1N=NC2C=CC=NC1=2)=[N+](C)C)C.F[P-](F)(F)(F)(F)F.CCOC(C)=O. Product: [CH3:1][N:2]1[CH2:6][CH2:5][CH2:4][C@H:3]1[C:7]([NH:16][C:15]1[CH:17]=[CH:18][CH:19]=[C:13]([N+:10]([O-:12])=[O:11])[CH:14]=1)=[O:9]. The catalyst class is: 3. (3) Product: [F:27][C:25]([F:26])([F:28])[S:22]([C:19]1[CH:20]=[CH:21][C:16]([NH:7][C:4]2[CH:5]=[CH:6][C:1]([NH2:8])=[CH:2][CH:3]=2)=[CH:17][CH:18]=1)(=[O:23])=[O:24]. The catalyst class is: 6. Reactant: [C:1]1([NH2:8])[CH:6]=[CH:5][C:4]([NH2:7])=[CH:3][CH:2]=1.C(=O)([O-])[O-].[K+].[K+].Cl[C:16]1[CH:21]=[CH:20][C:19]([S:22]([C:25]([F:28])([F:27])[F:26])(=[O:24])=[O:23])=[CH:18][CH:17]=1. (4) Reactant: Br[C:2]1[C:3]([NH2:20])=[N:4][CH:5]=[C:6]([C:10]2[CH:19]=[CH:18][C:13]3[NH:14][C:15]([CH3:17])=[N:16][C:12]=3[CH:11]=2)[C:7]=1[CH2:8][CH3:9].[OH:21][C:22]1[CH:27]=[CH:26][C:25](B(O)O)=[CH:24][CH:23]=1.C([O-])([O-])=O.[K+].[K+]. Product: [NH2:20][C:3]1[C:2]([C:25]2[CH:26]=[CH:27][C:22]([OH:21])=[CH:23][CH:24]=2)=[C:7]([CH2:8][CH3:9])[C:6]([C:10]2[CH:19]=[CH:18][C:13]3[NH:14][C:15]([CH3:17])=[N:16][C:12]=3[CH:11]=2)=[CH:5][N:4]=1. The catalyst class is: 117. (5) Reactant: [CH2:1]([O:5][C:6]1[CH:36]=[CH:35][C:9]2[C:10]3[C:27]4([O:32][CH2:31][C:30]([CH3:34])([CH3:33])[CH2:29][O:28]4)[C:11]=3[C:12]3[CH:19]=[CH:18][C:17]([O:20][CH2:21][CH2:22][O:23][CH2:24][CH2:25][OH:26])=[CH:16][C:13]=3[CH2:14][CH2:15][C:8]=2[CH:7]=1)[CH2:2][CH2:3][CH3:4].N1C=CC=CC=1.Cl[C:44]([O:46][C:47]1[CH:52]=[CH:51][C:50]([N+:53]([O-:55])=[O:54])=[CH:49][CH:48]=1)=[O:45]. Product: [C:44](=[O:45])([O:46][C:47]1[CH:48]=[CH:49][C:50]([N+:53]([O-:55])=[O:54])=[CH:51][CH:52]=1)[O:26][CH2:25][CH2:24][O:23][CH2:22][CH2:21][O:20][C:17]1[CH:18]=[CH:19][C:12]2[C:11]3[C:27]4([O:32][CH2:31][C:30]([CH3:34])([CH3:33])[CH2:29][O:28]4)[C:10]=3[C:9]3[CH:35]=[CH:36][C:6]([O:5][CH2:1][CH2:2][CH2:3][CH3:4])=[CH:7][C:8]=3[CH2:15][CH2:14][C:13]=2[CH:16]=1. The catalyst class is: 2. (6) Reactant: [CH:1]1([C:4]2[C:5]([CH:11]([O:14][CH3:15])[O:12][CH3:13])=[C:6]([NH2:10])[CH:7]=[N:8][CH:9]=2)[CH2:3][CH2:2]1.C([O-])(=O)C.[Na+].[Br:21]Br.C(=O)([O-])O.[Na+]. Product: [Br:21][C:7]1[C:6]([NH2:10])=[C:5]([CH:11]([O:14][CH3:15])[O:12][CH3:13])[C:4]([CH:1]2[CH2:2][CH2:3]2)=[CH:9][N:8]=1. The catalyst class is: 477. (7) Reactant: [C:1]([C:5]1[CH:10]=[CH:9][CH:8]=[C:7]([O:11][CH3:12])[CH:6]=1)([CH3:4])([CH3:3])[CH3:2].Cl[S:14]([OH:17])(=[O:16])=[O:15].CO. Product: [C:1]([C:5]1[CH:10]=[CH:9][C:8]([S:14]([OH:17])(=[O:16])=[O:15])=[C:7]([O:11][CH3:12])[CH:6]=1)([CH3:4])([CH3:2])[CH3:3]. The catalyst class is: 4.